From a dataset of NCI-60 drug combinations with 297,098 pairs across 59 cell lines. Regression. Given two drug SMILES strings and cell line genomic features, predict the synergy score measuring deviation from expected non-interaction effect. (1) Drug 1: COC1=C(C=C2C(=C1)N=CN=C2NC3=CC(=C(C=C3)F)Cl)OCCCN4CCOCC4. Drug 2: CN1C2=C(C=C(C=C2)N(CCCl)CCCl)N=C1CCCC(=O)O.Cl. Cell line: IGROV1. Synergy scores: CSS=56.4, Synergy_ZIP=10.0, Synergy_Bliss=10.2, Synergy_Loewe=-10.2, Synergy_HSA=11.4. (2) Drug 1: C1=CC=C(C(=C1)C(C2=CC=C(C=C2)Cl)C(Cl)Cl)Cl. Drug 2: CC12CCC3C(C1CCC2O)C(CC4=C3C=CC(=C4)O)CCCCCCCCCS(=O)CCCC(C(F)(F)F)(F)F. Cell line: A549. Synergy scores: CSS=-4.26, Synergy_ZIP=3.65, Synergy_Bliss=4.56, Synergy_Loewe=-0.448, Synergy_HSA=-2.19. (3) Drug 1: CNC(=O)C1=CC=CC=C1SC2=CC3=C(C=C2)C(=NN3)C=CC4=CC=CC=N4. Drug 2: COCCOC1=C(C=C2C(=C1)C(=NC=N2)NC3=CC=CC(=C3)C#C)OCCOC.Cl. Cell line: NCI/ADR-RES. Synergy scores: CSS=4.98, Synergy_ZIP=6.85, Synergy_Bliss=5.65, Synergy_Loewe=4.73, Synergy_HSA=5.37. (4) Drug 1: CC12CCC3C(C1CCC2NC(=O)OCC(F)(F)F)CCC4C3(C=CC(=O)N4C)C. Drug 2: CC1=C(C(=O)C2=C(C1=O)N3CC4C(C3(C2COC(=O)N)OC)N4)N. Cell line: UACC62. Synergy scores: CSS=33.5, Synergy_ZIP=0.631, Synergy_Bliss=-0.599, Synergy_Loewe=-22.9, Synergy_HSA=-1.18. (5) Cell line: OVCAR-5. Synergy scores: CSS=44.9, Synergy_ZIP=1.42, Synergy_Bliss=1.87, Synergy_Loewe=4.70, Synergy_HSA=5.13. Drug 2: C1=NC2=C(N1)C(=S)N=CN2. Drug 1: C1C(C(OC1N2C=C(C(=O)NC2=O)F)CO)O. (6) Drug 1: CC=C1C(=O)NC(C(=O)OC2CC(=O)NC(C(=O)NC(CSSCCC=C2)C(=O)N1)C(C)C)C(C)C. Drug 2: C#CCC(CC1=CN=C2C(=N1)C(=NC(=N2)N)N)C3=CC=C(C=C3)C(=O)NC(CCC(=O)O)C(=O)O. Cell line: A549. Synergy scores: CSS=73.7, Synergy_ZIP=1.90, Synergy_Bliss=0.323, Synergy_Loewe=-1.25, Synergy_HSA=2.23. (7) Drug 1: C1CN1P(=S)(N2CC2)N3CC3. Drug 2: CN(C(=O)NC(C=O)C(C(C(CO)O)O)O)N=O. Cell line: M14. Synergy scores: CSS=15.2, Synergy_ZIP=-4.76, Synergy_Bliss=-0.445, Synergy_Loewe=-20.3, Synergy_HSA=0.252. (8) Drug 1: C1=CC(=CC=C1C#N)C(C2=CC=C(C=C2)C#N)N3C=NC=N3. Drug 2: CC1C(C(CC(O1)OC2CC(CC3=C2C(=C4C(=C3O)C(=O)C5=CC=CC=C5C4=O)O)(C(=O)C)O)N)O. Cell line: NCI-H226. Synergy scores: CSS=50.6, Synergy_ZIP=0.634, Synergy_Bliss=-1.97, Synergy_Loewe=-11.8, Synergy_HSA=-0.323.